Dataset: Full USPTO retrosynthesis dataset with 1.9M reactions from patents (1976-2016). Task: Predict the reactants needed to synthesize the given product. (1) Given the product [CH3:39][CH2:40][O:41][C:42]([C@@H:44]([NH:53][C@@H:54]1[C:64](=[O:65])[N:63]([CH2:66][C:67]([OH:69])=[O:68])[C:62]2[CH:61]=[CH:60][CH:59]=[CH:58][C:57]=2[CH2:56][CH2:55]1)[CH2:45][CH2:46][C:47]1[CH:52]=[CH:51][CH:50]=[CH:49][CH:48]=1)=[O:43], predict the reactants needed to synthesize it. The reactants are: CCOC(C1C(C2C=CC=CC=2Cl)C(C(OC)=O)=C(C)NC=1COCCN)=O.C1C=CC(S(O)(=O)=O)=CC=1.[CH3:39][CH2:40][O:41][C:42]([C@@H:44]([NH:53][C@@H:54]1[C:64](=[O:65])[N:63]([CH2:66][C:67]([OH:69])=[O:68])[C:62]2[CH:61]=[CH:60][CH:59]=[CH:58][C:57]=2[CH2:56][CH2:55]1)[CH2:45][CH2:46][C:47]1[CH:48]=[CH:49][CH:50]=[CH:51][CH:52]=1)=[O:43].Cl. (2) Given the product [CH3:23][N:15]([CH2:14][C:11]1[CH:12]=[N:13][C:8]([NH:1][C:2]2[S:3][CH:4]=[CH:5][N:6]=2)=[CH:9][CH:10]=1)[C:16](=[O:22])[O:17][C:18]([CH3:21])([CH3:19])[CH3:20], predict the reactants needed to synthesize it. The reactants are: [NH2:1][C:2]1[S:3][CH:4]=[CH:5][N:6]=1.Cl[C:8]1[N:13]=[CH:12][C:11]([CH2:14][N:15]([CH3:23])[C:16](=[O:22])[O:17][C:18]([CH3:21])([CH3:20])[CH3:19])=[CH:10][CH:9]=1.C(=O)([O-])[O-].[Na+].[Na+].